This data is from Full USPTO retrosynthesis dataset with 1.9M reactions from patents (1976-2016). The task is: Predict the reactants needed to synthesize the given product. (1) Given the product [OH:34][C:32]([C:31]([F:36])([F:35])[F:30])=[O:33].[NH:8]1[CH2:12][CH2:11][CH:10]([O:13][C:14]2[CH:19]=[CH:18][CH:17]=[CH:16][C:15]=2[NH:20][C:21]2[C:22]3[CH:29]=[CH:28][S:27][C:23]=3[N:24]=[CH:25][N:26]=2)[CH2:9]1, predict the reactants needed to synthesize it. The reactants are: C(OC([N:8]1[CH2:12][CH2:11][CH:10]([O:13][C:14]2[CH:19]=[CH:18][CH:17]=[CH:16][C:15]=2[NH:20][C:21]2[C:22]3[CH:29]=[CH:28][S:27][C:23]=3[N:24]=[CH:25][N:26]=2)[CH2:9]1)=O)(C)(C)C.[F:30][C:31]([F:36])([F:35])[C:32]([OH:34])=[O:33]. (2) Given the product [NH2:1][C:2]1[N:7]=[C:6]([N:8]2[CH:17]([CH3:18])[CH2:16][C:15]3[C:10](=[CH:11][C:12]([C:19]4[CH:20]=[CH:21][C:22]([C:25]([N:39]([CH2:38][CH2:37][N:36]([CH3:41])[CH3:35])[CH3:40])=[O:26])=[N:23][CH:24]=4)=[CH:13][CH:14]=3)[CH2:9]2)[CH:5]=[C:4]([N:28]2[CH2:33][CH2:32][N:31]([CH3:34])[CH2:30][CH2:29]2)[N:3]=1, predict the reactants needed to synthesize it. The reactants are: [NH2:1][C:2]1[N:7]=[C:6]([N:8]2[CH:17]([CH3:18])[CH2:16][C:15]3[C:10](=[CH:11][C:12]([C:19]4[CH:20]=[CH:21][C:22]([C:25](O)=[O:26])=[N:23][CH:24]=4)=[CH:13][CH:14]=3)[CH2:9]2)[CH:5]=[C:4]([N:28]2[CH2:33][CH2:32][N:31]([CH3:34])[CH2:30][CH2:29]2)[N:3]=1.[CH3:35][N:36]([CH3:41])[CH2:37][CH2:38][NH:39][CH3:40].